This data is from Reaction yield outcomes from USPTO patents with 853,638 reactions. The task is: Predict the reaction yield, written as a fraction of the theoretical maximum amount of product (1.0 means a 100% yield; for example, 0.34 means a 34% yield). (1) The product is [NH2:43][C:2]1[CH:3]=[C:4]([C:8]2[C:9]3[CH:23]=[CH:22][C:21]4[C:16](=[CH:17][CH:18]=[CH:19][CH:20]=4)[C:10]=3[NH:11][C:12](=[O:15])[CH2:13][N:14]=2)[CH:5]=[CH:6][CH:7]=1. The yield is 0.710. The reactants are Br[C:2]1[CH:3]=[C:4]([C:8]2[C:9]3[CH:23]=[CH:22][C:21]4[C:16](=[CH:17][CH:18]=[CH:19][CH:20]=4)[C:10]=3[NH:11][C:12](=[O:15])[CH2:13][N:14]=2)[CH:5]=[CH:6][CH:7]=1.CC(C)([O-])C.[Na+].C(=[NH:43])(C1C=CC=CC=1)C1C=CC=CC=1. The catalyst is O1CCCC1.C1C=CC(/C=C/C(/C=C/C2C=CC=CC=2)=O)=CC=1.C1C=CC(/C=C/C(/C=C/C2C=CC=CC=2)=O)=CC=1.C1C=CC(/C=C/C(/C=C/C2C=CC=CC=2)=O)=CC=1.[Pd].[Pd].C1(P(C2C=CC=CC=2)C2C=CC3C(=CC=CC=3)C=2C2C3C(=CC=CC=3)C=CC=2P(C2C=CC=CC=2)C2C=CC=CC=2)C=CC=CC=1. (2) The reactants are [NH2:1][C:2]1[CH:7]=[CH:6][C:5](B(O)O)=[CH:4][CH:3]=1.[C:11]([O:15][C:16]([N:18]1[C@@H:23]([CH3:24])[CH:22]=[C:21](OS(C(F)(F)F)(=O)=O)[CH2:20][C@@H:19]1[CH3:33])=[O:17])([CH3:14])([CH3:13])[CH3:12]. No catalyst specified. The product is [C:11]([O:15][C:16]([N:18]1[CH:19]([CH3:33])[CH:20]=[C:21]([C:5]2[CH:6]=[CH:7][C:2]([NH2:1])=[CH:3][CH:4]=2)[CH2:22][CH:23]1[CH3:24])=[O:17])([CH3:14])([CH3:12])[CH3:13]. The yield is 0.570. (3) The reactants are [CH3:1][N:2]([CH2:7][C:8]1[O:9][C:10]2[CH:17]=[CH:16][CH:15]=[CH:14][C:11]=2[C:12]=1[CH3:13])[C:3](=[O:6])[CH:4]=[CH2:5].C(N(C(C)C)CC)(C)C.Br[C:28]1[CH:37]=[N:36][C:35]2[NH:34][C:33](=[O:38])[C:32]([CH3:40])([CH3:39])[O:31][C:30]=2[CH:29]=1.CC1C=CC=CC=1P(C1C=CC=CC=1C)C1C=CC=CC=1C. The catalyst is C(#N)CC.CN(C=O)C.CC([O-])=O.CC([O-])=O.[Pd+2]. The product is [CH3:39][C:32]1([CH3:40])[O:31][C:30]2[CH:29]=[C:28](/[CH:5]=[CH:4]/[C:3]([N:2]([CH3:1])[CH2:7][C:8]3[O:9][C:10]4[CH:17]=[CH:16][CH:15]=[CH:14][C:11]=4[C:12]=3[CH3:13])=[O:6])[CH:37]=[N:36][C:35]=2[NH:34][C:33]1=[O:38]. The yield is 0.460. (4) The reactants are [Cl:1][C:2]1[CH:10]=[C:9]([C:11](O)=[O:12])[CH:8]=[C:7]2[C:3]=1[CH:4]=[N:5][NH:6]2.B. The catalyst is C1COCC1. The product is [Cl:1][C:2]1[CH:10]=[C:9]([CH2:11][OH:12])[CH:8]=[C:7]2[C:3]=1[CH:4]=[N:5][NH:6]2. The yield is 0.660. (5) The reactants are [CH2:1]([Li])[CH2:2][CH2:3][CH3:4].CCCCCC.C([C@H]1C[O:17][C:16]([CH3:20])([CH3:19])[N:15]1[C:21]([O:23][C:24]([CH3:27])([CH3:26])[CH3:25])=[O:22])=O. The catalyst is [Br-].C[P+](C1C=CC=CC=1)(C1C=CC=CC=1)C1C=CC=CC=1.O1CCCC1. The product is [CH3:19][C:16]1([CH3:20])[N:15]([C:21]([O:23][C:24]([CH3:27])([CH3:26])[CH3:25])=[O:22])[C@@H:2]([CH:3]=[CH2:4])[CH2:1][O:17]1. The yield is 0.640. (6) The reactants are C(OC([NH:8][CH:9]1[CH2:13][CH2:12][N:11]([CH2:14][C:15]2[CH:20]=[CH:19][C:18]([Cl:21])=[CH:17][CH:16]=2)[CH2:10]1)=O)(C)(C)C.[ClH:22].CCOCC. The catalyst is CO. The product is [ClH:21].[ClH:22].[NH2:8][CH:9]1[CH2:13][CH2:12][N:11]([CH2:14][C:15]2[CH:20]=[CH:19][C:18]([Cl:21])=[CH:17][CH:16]=2)[CH2:10]1. The yield is 0.850. (7) The catalyst is O1CCCC1.CCCCCC. The yield is 0.390. The product is [F:25][C:23]1[CH:22]=[C:21]([C:26]2[CH:31]=[CH:30][N:29]=[C:28]([N:32]3[CH2:37][CH2:36][N:35]([C:8]([NH:7][C:3]4[N:2]=[N:1][CH:6]=[CH:5][CH:4]=4)=[O:15])[CH2:34][CH2:33]3)[N:27]=2)[CH:20]=[C:19]([F:18])[CH:24]=1. The reactants are [N:1]1[CH:6]=[CH:5][CH:4]=[C:3]([NH:7][C:8](=[O:15])OCC(Cl)(Cl)Cl)[N:2]=1.Cl.Cl.[F:18][C:19]1[CH:20]=[C:21]([C:26]2[CH:31]=[CH:30][N:29]=[C:28]([N:32]3[CH2:37][CH2:36][NH:35][CH2:34][CH2:33]3)[N:27]=2)[CH:22]=[C:23]([F:25])[CH:24]=1. (8) The reactants are [OH:1][C:2]1[C:3]([CH:11]2[C:19]3[C:14](=[N:15][CH:16]=[CH:17][CH:18]=3)[N:13]([CH2:20][CH2:21][CH2:22][CH2:23][CH3:24])[C:12]2=[O:25])=[CH:4][C:5]2[O:9][CH2:8][O:7][C:6]=2[CH:10]=1.C(N(CC)CC)C.Cl[Si](C)(C)C.[CH2:38]=[O:39].FC(F)(F)S([O-])(=O)=O.[Yb+3].FC(F)(F)S([O-])(=O)=O.FC(F)(F)S([O-])(=O)=O. The catalyst is ClCCl. The product is [OH:1][C:2]1[C:3]([C:11]2([CH2:38][OH:39])[C:19]3[C:14](=[N:15][CH:16]=[CH:17][CH:18]=3)[N:13]([CH2:20][CH2:21][CH2:22][CH2:23][CH3:24])[C:12]2=[O:25])=[CH:4][C:5]2[O:9][CH2:8][O:7][C:6]=2[CH:10]=1. The yield is 0.980.